Dataset: Reaction yield outcomes from USPTO patents with 853,638 reactions. Task: Predict the reaction yield, written as a fraction of the theoretical maximum amount of product (1.0 means a 100% yield; for example, 0.34 means a 34% yield). The reactants are C1(OP(=S)(OC2C=CC=CC=2)[SH:9])C=CC=CC=1.[C:18]([O:21][CH2:22][C:23]([CH3:61])([CH3:60])[CH2:24][N:25]1[C:31]2[CH:32]=[CH:33][C:34]([Cl:36])=[CH:35][C:30]=2[C@@H:29]([C:37]2[CH:42]=[CH:41][CH:40]=[C:39]([O:43][CH3:44])[C:38]=2[O:45][CH3:46])[O:28][C@H:27]([CH2:47][CH:48]([O:51][Si:52]([C:55]([CH3:58])([CH3:57])[CH3:56])([CH3:54])[CH3:53])[C:49]#[N:50])[C:26]1=[O:59])(=[O:20])[CH3:19]. The catalyst is C(O)(C)C. The product is [C:18]([O:21][CH2:22][C:23]([CH3:61])([CH3:60])[CH2:24][N:25]1[C:31]2[CH:32]=[CH:33][C:34]([Cl:36])=[CH:35][C:30]=2[C@@H:29]([C:37]2[CH:42]=[CH:41][CH:40]=[C:39]([O:43][CH3:44])[C:38]=2[O:45][CH3:46])[O:28][C@H:27]([CH2:47][CH:48]([O:51][Si:52]([C:55]([CH3:58])([CH3:57])[CH3:56])([CH3:54])[CH3:53])[C:49]([NH2:50])=[S:9])[C:26]1=[O:59])(=[O:20])[CH3:19]. The yield is 0.910.